From a dataset of Full USPTO retrosynthesis dataset with 1.9M reactions from patents (1976-2016). Predict the reactants needed to synthesize the given product. (1) Given the product [C:26]1([C:23]2[CH:24]=[CH:25][C:19]3[O:18][C:17]([CH2:16][O:15][C:13]([NH:12][C@H:4]([CH2:5][C:6]4[CH:7]=[CH:8][CH:9]=[CH:10][CH:11]=4)[C:3]([OH:32])=[O:2])=[O:14])=[CH:21][C:20]=3[CH:22]=2)[CH:27]=[CH:28][CH:29]=[CH:30][CH:31]=1, predict the reactants needed to synthesize it. The reactants are: C[O:2][C:3](=[O:32])[C@H:4]([NH:12][C:13]([O:15][CH2:16][C:17]1[O:18][C:19]2[CH:25]=[CH:24][C:23]([C:26]3[CH:31]=[CH:30][CH:29]=[CH:28][CH:27]=3)=[CH:22][C:20]=2[CH:21]=1)=[O:14])[CH2:5][C:6]1[CH:11]=[CH:10][CH:9]=[CH:8][CH:7]=1.O.[OH-].[Li+].Cl. (2) Given the product [C:15]([O:14][C:12]([N:6]1[CH2:7][C:8]([F:10])([F:11])[CH2:9][C@H:5]1[C:3]([OH:4])=[O:2])=[O:13])([CH3:18])([CH3:16])[CH3:17], predict the reactants needed to synthesize it. The reactants are: C[O:2][C:3]([C@@H:5]1[CH2:9][C:8]([F:11])([F:10])[CH2:7][N:6]1[C:12]([O:14][C:15]([CH3:18])([CH3:17])[CH3:16])=[O:13])=[O:4].O.[OH-].[Li+]. (3) Given the product [CH2:1]([O:5][C:6]1[C:11]([F:12])=[C:10]([N:17]2[CH2:18][CH2:19][CH2:20][CH:15]([CH3:14])[CH2:16]2)[N:9]=[CH:8][N:7]=1)[C:2]#[C:3][CH3:4], predict the reactants needed to synthesize it. The reactants are: [CH2:1]([O:5][C:6]1[C:11]([F:12])=[C:10](Cl)[N:9]=[CH:8][N:7]=1)[C:2]#[C:3][CH3:4].[CH3:14][CH:15]1[CH2:20][CH2:19][CH2:18][NH:17][CH2:16]1.